Dataset: Full USPTO retrosynthesis dataset with 1.9M reactions from patents (1976-2016). Task: Predict the reactants needed to synthesize the given product. (1) Given the product [CH2:1]([C:3]1[S:7][C:6]([C:8]2[CH:12]=[C:11]([CH3:13])[O:10][N:9]=2)=[N:5][C:4]=1[C:14]1[CH:15]=[CH:16][C:17]([NH:20][C:28](=[O:29])[C:27]2[C:22]([CH3:21])=[CH:23][CH:24]=[N:25][CH:26]=2)=[N:18][CH:19]=1)[CH3:2], predict the reactants needed to synthesize it. The reactants are: [CH2:1]([C:3]1[S:7][C:6]([C:8]2[CH:12]=[C:11]([CH3:13])[O:10][N:9]=2)=[N:5][C:4]=1[C:14]1[CH:15]=[CH:16][C:17]([NH2:20])=[N:18][CH:19]=1)[CH3:2].[CH3:21][C:22]1[C:27]([C:28](OC)=[O:29])=[CH:26][N:25]=[CH:24][CH:23]=1.C[Al](C)C. (2) Given the product [Br:5][CH2:6][C:7]1[CH:8]=[C:9]([CH2:14][CH2:15][OH:16])[CH:10]=[C:11]([Cl:13])[CH:12]=1, predict the reactants needed to synthesize it. The reactants are: B.CSC.[Br:5][CH2:6][C:7]1[CH:8]=[C:9]([CH2:14][C:15](O)=[O:16])[CH:10]=[C:11]([Cl:13])[CH:12]=1. (3) Given the product [CH:25]1([N:11]([CH:7]2[CH2:8][CH2:9][CH2:10][N:5]([C:3](=[O:4])[C@@H:2]([NH:1][CH:42]([CH3:44])[CH3:47])[CH2:28][CH:29]([CH3:31])[CH3:30])[CH2:6]2)[S:12]([C:15]2[CH:20]=[CH:19][CH:18]=[C:17]([C:21]([F:23])([F:24])[F:22])[CH:16]=2)(=[O:14])=[O:13])[CH2:26][CH2:27]1, predict the reactants needed to synthesize it. The reactants are: [NH2:1][C@@H:2]([CH2:28][CH:29]([CH3:31])[CH3:30])[C:3]([N:5]1[CH2:10][CH2:9][CH2:8][CH:7]([N:11]([CH:25]2[CH2:27][CH2:26]2)[S:12]([C:15]2[CH:20]=[CH:19][CH:18]=[C:17]([C:21]([F:24])([F:23])[F:22])[CH:16]=2)(=[O:14])=[O:13])[CH2:6]1)=[O:4].[BH-](O[C:42]([CH3:44])=O)(OC(C)=O)OC(C)=O.[Na+].Cl[CH2:47]CCl. (4) Given the product [CH3:1][O:2][C:3](=[O:18])[C:4]1[CH:9]=[CH:8][CH:7]=[C:6]([C:10]2([CH2:24][O:19][CH:26]3[CH2:27][CH2:28][CH2:29][CH2:30][O:25]3)[CH:14]([CH3:15])[S:13][CH:12]=[N:11]2)[CH:5]=1, predict the reactants needed to synthesize it. The reactants are: [CH3:1][O:2][C:3](=[O:18])[C:4]1[CH:9]=[CH:8][CH:7]=[C:6]([C:10]2[N:11]=[C:12](CO)[S:13][C:14]=2[CH3:15])[CH:5]=1.[O:19]1[CH:24]=CCCC1.[OH2:25].[C:26]1(C)C=[CH:30][C:29](S(O)(=O)=O)=[CH:28][CH:27]=1. (5) Given the product [Cl:17][C:18]1[CH:19]=[CH:20][C:21]([C:24]2[N:25]=[C:26]([C:29]([CH:31]3[CH2:32][CH2:33][CH2:34][CH2:35]3)=[O:30])[S:27][C:28]=2[C:2]2[CH:7]=[CH:6][C:5]([S:8]([NH2:11])(=[O:10])=[O:9])=[CH:4][CH:3]=2)=[CH:22][CH:23]=1, predict the reactants needed to synthesize it. The reactants are: Br[C:2]1[CH:7]=[CH:6][C:5]([S:8]([NH2:11])(=[O:10])=[O:9])=[CH:4][CH:3]=1.C([O-])(=O)C.[K+].[Cl:17][C:18]1[CH:23]=[CH:22][C:21]([C:24]2[N:25]=[C:26]([C:29]([CH:31]3[CH2:35][CH2:34][CH2:33][CH2:32]3)=[O:30])[S:27][CH:28]=2)=[CH:20][CH:19]=1. (6) Given the product [CH:2]1([C:5]2[C:6]([N:25]([C:30]3[CH:35]=[CH:34][C:33]4[B:36]([OH:38])[O:40][CH2:39][C:32]=4[CH:31]=3)[S:26]([CH3:29])(=[O:28])=[O:27])=[CH:7][C:8]3[O:12][C:11]([C:13]4[CH:14]=[CH:15][C:16]([F:19])=[CH:17][CH:18]=4)=[C:10]([C:20]([NH:21][CH3:22])=[O:23])[C:9]=3[CH:24]=2)[CH2:3][CH2:4]1, predict the reactants needed to synthesize it. The reactants are: Cl.[CH:2]1([C:5]2[C:6]([N:25]([C:30]3[CH:35]=[CH:34][C:33]([B:36]([OH:38])O)=[C:32]([CH2:39][O:40]COC)[CH:31]=3)[S:26]([CH3:29])(=[O:28])=[O:27])=[CH:7][C:8]3[O:12][C:11]([C:13]4[CH:18]=[CH:17][C:16]([F:19])=[CH:15][CH:14]=4)=[C:10]([C:20](=[O:23])[NH:21][CH3:22])[C:9]=3[CH:24]=2)[CH2:4][CH2:3]1.